From a dataset of Reaction yield outcomes from USPTO patents with 853,638 reactions. Predict the reaction yield, written as a fraction of the theoretical maximum amount of product (1.0 means a 100% yield; for example, 0.34 means a 34% yield). (1) The yield is 0.540. The catalyst is CCO. The product is [F:1][C:2]1[CH:10]=[CH:9][C:5]([C:6]2[S:7][CH:12]=[C:13]([C:15]3[CH:20]=[CH:19][C:18]([CH3:21])=[CH:17][CH:16]=3)[N:8]=2)=[CH:4][CH:3]=1. The reactants are [F:1][C:2]1[CH:10]=[CH:9][C:5]([C:6]([NH2:8])=[S:7])=[CH:4][CH:3]=1.Br[CH2:12][C:13]([C:15]1[CH:20]=[CH:19][C:18]([CH3:21])=[CH:17][CH:16]=1)=O. (2) The reactants are COC[O:4][C:5](=O)[C:6]1[CH:11]=[C:10]([Br:12])[C:9]([O:13][CH2:14][O:15][CH3:16])=[CH:8][C:7]=1[O:17][CH2:18][O:19][CH3:20].O.[NH2:23][NH2:24]. The catalyst is C(O)C. The product is [Br:12][C:10]1[C:9]([O:13][CH2:14][O:15][CH3:16])=[CH:8][C:7]([O:17][CH2:18][O:19][CH3:20])=[C:6]([CH:11]=1)[C:5]([NH:23][NH2:24])=[O:4]. The yield is 0.460.